This data is from Reaction yield outcomes from USPTO patents with 853,638 reactions. The task is: Predict the reaction yield, written as a fraction of the theoretical maximum amount of product (1.0 means a 100% yield; for example, 0.34 means a 34% yield). (1) The reactants are [Br:1][C:2]1[CH:10]=[C:9]2[C:5]([C:6](=O)[C:7](=[O:21])[N:8]2[CH:11]([CH2:15][CH:16]2[CH2:20][CH2:19][CH2:18][CH2:17]2)[C:12]([OH:14])=[O:13])=[CH:4][CH:3]=1.O.NN. No catalyst specified. The product is [Br:1][C:2]1[CH:10]=[C:9]2[C:5]([CH2:6][C:7](=[O:21])[N:8]2[CH:11]([CH2:15][CH:16]2[CH2:20][CH2:19][CH2:18][CH2:17]2)[C:12]([OH:14])=[O:13])=[CH:4][CH:3]=1. The yield is 0.760. (2) The reactants are [CH2:1]([O:3][C:4]([C:6]1[CH:10]=[C:9]([CH3:11])[O:8][C:7]=1[C:12]([F:15])([F:14])[F:13])=[O:5])[CH3:2].[Br:16]N1C(=O)CCC1=O.C(Cl)Cl.C([O-])(O)=O.[Na+]. The catalyst is C(Cl)(Cl)(Cl)Cl.CC(N=NC(C#N)(C)C)(C#N)C. The product is [CH2:1]([O:3][C:4]([C:6]1[CH:10]=[C:9]([CH2:11][Br:16])[O:8][C:7]=1[C:12]([F:15])([F:13])[F:14])=[O:5])[CH3:2]. The yield is 0.380.